Dataset: Peptide-MHC class I binding affinity with 185,985 pairs from IEDB/IMGT. Task: Regression. Given a peptide amino acid sequence and an MHC pseudo amino acid sequence, predict their binding affinity value. This is MHC class I binding data. (1) The peptide sequence is ILYMLSWGK. The MHC is HLA-A02:12 with pseudo-sequence HLA-A02:12. The binding affinity (normalized) is 0.0847. (2) The peptide sequence is FQPANGQFI. The binding affinity (normalized) is 0.0352. The MHC is H-2-Kb with pseudo-sequence H-2-Kb. (3) The peptide sequence is FSGALDTTSY. The MHC is HLA-A23:01 with pseudo-sequence HLA-A23:01. The binding affinity (normalized) is 0. (4) The peptide sequence is QPWTPVSSF. The MHC is HLA-B07:02 with pseudo-sequence HLA-B07:02. The binding affinity (normalized) is 0.547.